Task: Predict hERG channel inhibition at various concentrations.. Dataset: hERG Central: cardiac toxicity at 1µM, 10µM, and general inhibition The drug is CCCNC(=O)c1cccc(S(=O)(=O)N2CC3(C)CC2CC(C)(C)C3)c1. Results: hERG_inhib (hERG inhibition (general)): blocker.